This data is from Forward reaction prediction with 1.9M reactions from USPTO patents (1976-2016). The task is: Predict the product of the given reaction. (1) Given the reactants Br[CH2:2][C:3]1[C:4]([F:17])=[C:5]([N:11]2[CH2:16][CH2:15][O:14][CH2:13][CH2:12]2)[CH:6]=[C:7]([F:10])[C:8]=1[F:9].[Cl:18][C:19]1[N:24]=[C:23]2[NH:25][N:26]=[CH:27][C:22]2=[CH:21][N:20]=1, predict the reaction product. The product is: [Cl:18][C:19]1[N:24]=[C:23]2[N:25]([CH2:2][C:3]3[C:4]([F:17])=[C:5]([N:11]4[CH2:16][CH2:15][O:14][CH2:13][CH2:12]4)[CH:6]=[C:7]([F:10])[C:8]=3[F:9])[N:26]=[CH:27][C:22]2=[CH:21][N:20]=1. (2) Given the reactants C(OC(=O)[NH:7][C@H:8]([CH2:33][C:34]1[CH:39]=[C:38]([F:40])[C:37]([F:41])=[CH:36][C:35]=1[F:42])[CH2:9][C:10]([N:12]1[CH2:17][CH2:16][N:15]2[C:18]([C:29]([F:32])([F:31])[F:30])=[N:19][C:20]([C:21](=[O:28])[NH:22][CH2:23][CH2:24][N:25]([CH3:27])[CH3:26])=[C:14]2[CH2:13]1)=[O:11])(C)(C)C.[ClH:44], predict the reaction product. The product is: [ClH:44].[ClH:44].[CH3:27][N:25]([CH3:26])[CH2:24][CH2:23][NH:22][C:21]([C:20]1[N:19]=[C:18]([C:29]([F:30])([F:31])[F:32])[N:15]2[CH2:16][CH2:17][N:12]([C:10](=[O:11])[CH2:9][C@H:8]([NH2:7])[CH2:33][C:34]3[CH:39]=[C:38]([F:40])[C:37]([F:41])=[CH:36][C:35]=3[F:42])[CH2:13][C:14]=12)=[O:28]. (3) Given the reactants [CH:1]([C:4]([C:7]([C:10]([CH2:13]O)([F:12])[F:11])([F:9])[F:8])([F:6])[F:5])([F:3])[F:2], predict the reaction product. The product is: [CH:1]([C:4]([C:7]([C:10](=[CH2:13])[F:11])([F:8])[F:9])([F:5])[F:6])([F:3])[F:2].[CH:1]([C:4]([C:7]([C:10]([CH3:13])([F:11])[F:12])([F:8])[F:9])([F:6])[F:5])([F:3])[F:2]. (4) Given the reactants [C:1]([N:8]1[CH2:13][CH2:12][NH:11][CH2:10][C@H:9]1[CH3:14])([O:3][C:4]([CH3:7])([CH3:6])[CH3:5])=[O:2].[C:15]([O:18][CH2:19][C:20](O)=[O:21])(=[O:17])[CH3:16].C(N(CC)CC)C.C(Cl)CCl.Cl, predict the reaction product. The product is: [C:15]([O:18][CH2:19][C:20]([N:11]1[CH2:12][CH2:13][N:8]([C:1]([O:3][C:4]([CH3:7])([CH3:6])[CH3:5])=[O:2])[C@H:9]([CH3:14])[CH2:10]1)=[O:21])(=[O:17])[CH3:16].